Predict which catalyst facilitates the given reaction. From a dataset of Catalyst prediction with 721,799 reactions and 888 catalyst types from USPTO. (1) Reactant: [I-:1].[Na+].Br[C:4]1[CH:5]=[C:6]2[C:11](=[CH:12][CH:13]=1)[N:10]=[CH:9][CH:8]=[CH:7]2. Product: [I:1][C:4]1[CH:5]=[C:6]2[C:11](=[CH:12][CH:13]=1)[N:10]=[CH:9][CH:8]=[CH:7]2. The catalyst class is: 321. (2) Reactant: [F:1][C:2]1[CH:7]=[CH:6][C:5]([N:8]2[C:12]([CH2:13][N:14]3C(=O)C4C(=CC=CC=4)C3=O)=[CH:11][N:10]=[C:9]2[S:25][CH2:26][C:27]2[C:32]([F:33])=[CH:31][CH:30]=[C:29]([F:34])[C:28]=2[F:35])=[CH:4][CH:3]=1.O.NN. Product: [F:1][C:2]1[CH:7]=[CH:6][C:5]([N:8]2[C:12]([CH2:13][NH2:14])=[CH:11][N:10]=[C:9]2[S:25][CH2:26][C:27]2[C:32]([F:33])=[CH:31][CH:30]=[C:29]([F:34])[C:28]=2[F:35])=[CH:4][CH:3]=1. The catalyst class is: 8. (3) Reactant: I[C:2]1[C:7]2[N:8]=[C:9]([C:11]3[CH:16]=[CH:15][C:14]([O:17][CH3:18])=[CH:13][CH:12]=3)[S:10][C:6]=2[CH:5]=[C:4]([O:19][CH3:20])[CH:3]=1.[F:21][C:22](I)([F:24])[F:23]. Product: [CH3:20][O:19][C:4]1[CH:3]=[C:2]([C:22]([F:24])([F:23])[F:21])[C:7]2[N:8]=[C:9]([C:11]3[CH:16]=[CH:15][C:14]([O:17][CH3:18])=[CH:13][CH:12]=3)[S:10][C:6]=2[CH:5]=1. The catalyst class is: 300. (4) Reactant: [NH2:1][C:2]1[CH:7]=[CH:6][C:5]([OH:8])=[CH:4][C:3]=1[N+:9]([O-:11])=[O:10].Br[CH2:13][CH2:14][O:15][CH3:16].C([O-])([O-])=O.[K+].[K+]. Product: [CH3:16][O:15][CH2:14][CH2:13][O:8][C:5]1[CH:6]=[CH:7][C:2]([NH2:1])=[C:3]([N+:9]([O-:11])=[O:10])[CH:4]=1. The catalyst class is: 3. (5) Reactant: [CH2:1]([O:8][C:9]1[CH:10]=[CH:11][C:12]([C@@H:20]([O:42][Si](C(C)(C)C)(C)C)[CH2:21][NH:22][CH2:23][C:24]2([CH3:41])[CH2:29][CH2:28][N:27]([CH2:30][CH2:31][O:32][CH2:33][CH2:34][C:35]3[CH:40]=[CH:39][CH:38]=[CH:37][CH:36]=3)[CH2:26][CH2:25]2)=[C:13]2[C:18]=1[NH:17][C:16](=[O:19])[CH:15]=[CH:14]2)[C:2]1[CH:7]=[CH:6][CH:5]=[CH:4][CH:3]=1.F.F.F.C(N(CC)CC)C. The catalyst class is: 1. Product: [CH2:1]([O:8][C:9]1[CH:10]=[CH:11][C:12]([C@@H:20]([OH:42])[CH2:21][NH:22][CH2:23][C:24]2([CH3:41])[CH2:29][CH2:28][N:27]([CH2:30][CH2:31][O:32][CH2:33][CH2:34][C:35]3[CH:40]=[CH:39][CH:38]=[CH:37][CH:36]=3)[CH2:26][CH2:25]2)=[C:13]2[C:18]=1[NH:17][C:16](=[O:19])[CH:15]=[CH:14]2)[C:2]1[CH:3]=[CH:4][CH:5]=[CH:6][CH:7]=1. (6) Reactant: [CH2:1]([C:8]1[C:16]2[C:11](=[CH:12][CH:13]=[CH:14][CH:15]=2)[NH:10][C:9]=1[C:17]([O:19]CC)=O)[C:2]1[CH:7]=[CH:6][CH:5]=[CH:4][CH:3]=1.O.[NH2:23][NH2:24]. Product: [CH2:1]([C:8]1[C:16]2[C:11](=[CH:12][CH:13]=[CH:14][CH:15]=2)[NH:10][C:9]=1[C:17]([NH:23][NH2:24])=[O:19])[C:2]1[CH:7]=[CH:6][CH:5]=[CH:4][CH:3]=1. The catalyst class is: 8. (7) Reactant: [Cl:1][C:2]1[CH:7]=[CH:6][C:5]([C@H:8]2[CH2:13][CH2:12][C@H:11]([C:14](OC)=[O:15])[CH2:10][CH2:9]2)=[CH:4][CH:3]=1.[H-].C([Al+]CC(C)C)C(C)C.CO.Cl. Product: [Cl:1][C:2]1[CH:3]=[CH:4][C:5]([C@H:8]2[CH2:9][CH2:10][C@H:11]([CH:14]=[O:15])[CH2:12][CH2:13]2)=[CH:6][CH:7]=1. The catalyst class is: 4.